Dataset: Full USPTO retrosynthesis dataset with 1.9M reactions from patents (1976-2016). Task: Predict the reactants needed to synthesize the given product. (1) Given the product [F:19][C:16]1[CH:17]=[CH:18][C:13]([C:10]2[C:11]3[C:6](=[N:5][N:4]([CH2:3][CH2:2][NH:1][C:33](=[O:40])[C:34]4[CH:39]=[CH:38][CH:37]=[N:36][CH:35]=4)[CH:12]=3)[N:7]=[C:8]([C:26]3[CH:27]=[CH:28][C:29]([F:32])=[CH:30][CH:31]=3)[C:9]=2[C:20]2[CH:25]=[CH:24][N:23]=[CH:22][CH:21]=2)=[CH:14][CH:15]=1, predict the reactants needed to synthesize it. The reactants are: [NH2:1][CH2:2][CH2:3][N:4]1[CH:12]=[C:11]2[C:6]([N:7]=[C:8]([C:26]3[CH:31]=[CH:30][C:29]([F:32])=[CH:28][CH:27]=3)[C:9]([C:20]3[CH:25]=[CH:24][N:23]=[CH:22][CH:21]=3)=[C:10]2[C:13]2[CH:18]=[CH:17][C:16]([F:19])=[CH:15][CH:14]=2)=[N:5]1.[C:33](Cl)(=[O:40])[C:34]1[CH:39]=[CH:38][CH:37]=[N:36][CH:35]=1. (2) Given the product [OH:9][CH:6]1[CH2:7][CH2:8][CH:3]([NH:2][C:17](=[O:18])[O:19][CH2:20][C:21]2[CH:26]=[CH:25][CH:24]=[CH:23][CH:22]=2)[CH2:4][CH2:5]1, predict the reactants needed to synthesize it. The reactants are: Cl.[NH2:2][C@H:3]1[CH2:8][CH2:7][C@H:6]([OH:9])[CH2:5][CH2:4]1.C([O-])([O-])=O.[K+].[K+].Cl[C:17]([O:19][CH2:20][C:21]1[CH:26]=[CH:25][CH:24]=[CH:23][CH:22]=1)=[O:18]. (3) Given the product [F:17][C:3]1[CH:4]=[C:5]([CH2:6][N:7]2[CH2:10][CH:9]([C:11]([O:13][CH3:14])=[O:12])[CH2:8]2)[CH:15]=[CH:16][C:2]=1[C:33]1[O:34][C:30]2[CH:29]=[CH:28][C:27]([CH:24]([C:18]3[CH:19]=[CH:20][CH:21]=[CH:22][CH:23]=3)[CH2:25][CH3:26])=[CH:38][C:31]=2[CH:32]=1, predict the reactants needed to synthesize it. The reactants are: Br[C:2]1[CH:16]=[CH:15][C:5]([CH2:6][N:7]2[CH2:10][CH:9]([C:11]([O:13][CH3:14])=[O:12])[CH2:8]2)=[CH:4][C:3]=1[F:17].[C:18]1([CH:24]([C:27]2[CH:28]=[CH:29][C:30]3[O:34][C:33](B(O)O)=[CH:32][C:31]=3[CH:38]=2)[CH2:25][CH3:26])[CH:23]=[CH:22][CH:21]=[CH:20][CH:19]=1. (4) Given the product [F:1][C:2]1[CH:7]=[C:6]([CH:13]([C:14]([O:16][C:17]([CH3:20])([CH3:19])[CH3:18])=[O:15])[C:12]([O:22][C:23]([CH3:26])([CH3:24])[CH3:25])=[O:21])[CH:5]=[CH:4][C:3]=1[N+:9]([O-:11])=[O:10], predict the reactants needed to synthesize it. The reactants are: [F:1][C:2]1[CH:7]=[C:6](F)[CH:5]=[CH:4][C:3]=1[N+:9]([O-:11])=[O:10].[C:12]([O:22][C:23]([CH3:26])([CH3:25])[CH3:24])(=[O:21])[CH2:13][C:14]([O:16][C:17]([CH3:20])([CH3:19])[CH3:18])=[O:15].[H-].[Na+].Cl.